From a dataset of Forward reaction prediction with 1.9M reactions from USPTO patents (1976-2016). Predict the product of the given reaction. (1) Given the reactants [Br:1][C:2]1[CH:3]=[C:4]([C:14]([OH:16])=O)[C:5]2[CH:6]=[N:7][N:8]([CH:11]([CH3:13])[CH3:12])[C:9]=2[CH:10]=1.[NH2:17][CH2:18][C:19]1[C:20](=[O:32])[NH:21][C:22]([CH3:31])=[CH:23][C:24]=1[C:25]1[CH:30]=[CH:29][N:28]=[CH:27][CH:26]=1.ON1C2N=CC=CC=2N=N1.CN1CCOCC1, predict the reaction product. The product is: [Br:1][C:2]1[CH:3]=[C:4]([C:14]([NH:17][CH2:18][C:19]2[C:20](=[O:32])[NH:21][C:22]([CH3:31])=[CH:23][C:24]=2[C:25]2[CH:26]=[CH:27][N:28]=[CH:29][CH:30]=2)=[O:16])[C:5]2[CH:6]=[N:7][N:8]([CH:11]([CH3:12])[CH3:13])[C:9]=2[CH:10]=1. (2) Given the reactants O[CH2:2][CH2:3][CH2:4][CH2:5][CH2:6][CH2:7][C:8]1[C:14]2[CH:15]=[CH:16][C:17]([OH:19])=[CH:18][C:13]=2[CH2:12][CH2:11][CH2:10][C:9]=1[C:20]1[CH:21]=[N:22][CH:23]=[CH:24][CH:25]=1.C1(P(C2C=CC=CC=2)C2C=CC=CC=2)C=CC=CC=1.C(Br)(Br)(Br)[Br:46], predict the reaction product. The product is: [Br:46][CH2:2][CH2:3][CH2:4][CH2:5][CH2:6][CH2:7][C:8]1[C:14]2[CH:15]=[CH:16][C:17]([OH:19])=[CH:18][C:13]=2[CH2:12][CH2:11][CH2:10][C:9]=1[C:20]1[CH:21]=[N:22][CH:23]=[CH:24][CH:25]=1. (3) The product is: [Cl:25][C:26]1[CH:31]=[C:30]([C:32]([F:33])([F:34])[F:35])[CH:29]=[CH:28][C:27]=1[C:5]1[C:4]([C:3]([OH:2])=[O:24])=[CH:9][C:8]([C:10]2[S:11][CH:12]=[C:13]([C:15]3[CH:20]=[CH:19][C:18]([Cl:21])=[C:17]([Cl:22])[CH:16]=3)[N:14]=2)=[CH:7][CH:6]=1. Given the reactants C[O:2][C:3](=[O:24])[C:4]1[CH:9]=[C:8]([C:10]2[S:11][CH:12]=[C:13]([C:15]3[CH:20]=[CH:19][C:18]([Cl:21])=[C:17]([Cl:22])[CH:16]=3)[N:14]=2)[CH:7]=[CH:6][C:5]=1Br.[Cl:25][C:26]1[CH:31]=[C:30]([C:32]([F:35])([F:34])[F:33])[CH:29]=[CH:28][C:27]=1B(O)O, predict the reaction product. (4) Given the reactants [O:1]=[C:2]1[NH:7][CH2:6][CH2:5][N:4]([C:8]([O:10][C:11]([CH3:14])([CH3:13])[CH3:12])=[O:9])[CH2:3]1.[Li+].CC([N-]C(C)C)C.Br[CH2:24][C:25]([C:27]1[CH:36]=[CH:35][C:30]2[C:31](=[O:34])[O:32][CH2:33][C:29]=2[C:28]=1[CH3:37])=[O:26], predict the reaction product. The product is: [CH3:37][C:28]1[C:29]2[CH2:33][O:32][C:31](=[O:34])[C:30]=2[CH:35]=[CH:36][C:27]=1[C:25](=[O:26])[CH2:24][N:7]1[CH2:6][CH2:5][N:4]([C:8]([O:10][C:11]([CH3:14])([CH3:13])[CH3:12])=[O:9])[CH2:3][C:2]1=[O:1]. (5) Given the reactants [Li].[C:2]([N:10]1[CH2:14][CH2:13][CH2:12][C@H:11]1[CH2:15][F:16])(=O)[C:3]1[CH:8]=[CH:7][CH:6]=[CH:5][CH:4]=1.[H-].[Al+3].[Li+].[H-].[H-].[H-].C(OCC)C, predict the reaction product. The product is: [CH2:2]([N:10]1[CH2:14][CH2:13][CH2:12][C@H:11]1[CH2:15][F:16])[C:3]1[CH:8]=[CH:7][CH:6]=[CH:5][CH:4]=1. (6) Given the reactants [N:1]1([C:7]([C:9]2([C:15]3[CH:31]=[CH:30][C:18]([O:19][CH2:20][CH2:21][CH2:22][N:23]4[CH2:29][CH2:28][CH2:27][O:26][CH2:25][CH2:24]4)=[CH:17][CH:16]=3)[CH2:14][CH2:13][O:12][CH2:11][CH2:10]2)=[O:8])[CH2:6][CH2:5][NH:4][CH2:3][CH2:2]1.C=O.[C:34](O)(=O)C, predict the reaction product. The product is: [CH3:34][N:4]1[CH2:3][CH2:2][N:1]([C:7]([C:9]2([C:15]3[CH:16]=[CH:17][C:18]([O:19][CH2:20][CH2:21][CH2:22][N:23]4[CH2:29][CH2:28][CH2:27][O:26][CH2:25][CH2:24]4)=[CH:30][CH:31]=3)[CH2:10][CH2:11][O:12][CH2:13][CH2:14]2)=[O:8])[CH2:6][CH2:5]1.